From a dataset of Reaction yield outcomes from USPTO patents with 853,638 reactions. Predict the reaction yield, written as a fraction of the theoretical maximum amount of product (1.0 means a 100% yield; for example, 0.34 means a 34% yield). (1) The reactants are C[O:2][C:3](=[O:31])[C:4]1[CH:9]=[C:8]([O:10][CH2:11][CH2:12][CH2:13][O:14][C:15]2[C:16]3[C:23]([C:24]4[CH:29]=[CH:28][C:27]([F:30])=[CH:26][CH:25]=4)=[CH:22][S:21][C:17]=3[N:18]=[CH:19][N:20]=2)[CH:7]=[N:6][CH:5]=1.[OH-].[Li+].Cl. The catalyst is O1CCOCC1.O. The product is [F:30][C:27]1[CH:28]=[CH:29][C:24]([C:23]2[C:16]3[C:15]([O:14][CH2:13][CH2:12][CH2:11][O:10][C:8]4[CH:7]=[N:6][CH:5]=[C:4]([CH:9]=4)[C:3]([OH:31])=[O:2])=[N:20][CH:19]=[N:18][C:17]=3[S:21][CH:22]=2)=[CH:25][CH:26]=1. The yield is 0.930. (2) The catalyst is CCO.O. The yield is 0.870. The product is [NH2:16][C:15]1[N:11]([C:7]2[CH:6]=[C:5]([CH2:4][OH:3])[CH:10]=[CH:9][CH:8]=2)[N:12]=[C:13]([C:17]([CH3:20])([CH3:19])[CH3:18])[CH:14]=1. The reactants are C([O:3][C:4](=O)[C:5]1[CH:10]=[CH:9][CH:8]=[C:7]([N:11]2[C:15]([NH2:16])=[CH:14][C:13]([C:17]([CH3:20])([CH3:19])[CH3:18])=[N:12]2)[CH:6]=1)C.CCN(CC)CC.[BH4-].[Na+]. (3) The reactants are [K+].[Br-].Cl[C:4]1[C:5](=[O:10])[NH:6][CH:7]=[CH:8][CH:9]=1.ClC1C=[C:14]([C@H:18]([OH:21])[CH2:19]N)C=CC=1.[Br:22][C:23]1C=C([C@H](O)CNC2C=CNC(=O)C=2C2NC3C=C4C(C=NN4)=CC=3N=2)[CH:26]=[CH:27][C:28]=1OC.Cl.ClC1C=CN[C:58](=[O:62])C=1C1NC2C=C3C(C=NN3)=CC=2N=1.Cl.N[CH2:77][C@H](C1C=CC(OC)=C(Br)C=1)O.CN1CCOCC1. The catalyst is CN1CCCC1.CN1CCOCC1.C(#N)C. The product is [C:18]([O:21][C:5](=[O:10])[NH:6][C@H:7]([CH2:58][OH:62])[CH2:8][C:9]1[CH:26]=[CH:27][CH:28]=[C:23]([Br:22])[CH:4]=1)([CH3:14])([CH3:19])[CH3:77]. The yield is 0.660. (4) The reactants are CO[C:3](=[O:21])[C:4]1[CH:9]=[C:8]([C:10]2[N:11]([CH:15]([CH3:17])[CH3:16])[N:12]=[CH:13][CH:14]=2)[C:7]([CH2:18][F:19])=[CH:6][C:5]=1[NH2:20].CC[N:24]([CH2:27]C)CC.[CH3:29][S:30]([NH:33]N)(=[O:32])=[O:31].[OH-:35].[Na+]. The catalyst is C(Cl)Cl. The product is [F:19][CH2:18][C:7]1[CH:6]=[C:5]2[C:4]([C:3](=[O:21])[N:24]([NH:33][S:30]([CH3:29])(=[O:32])=[O:31])[C:27](=[O:35])[NH:20]2)=[CH:9][C:8]=1[C:10]1[N:11]([CH:15]([CH3:16])[CH3:17])[N:12]=[CH:13][CH:14]=1. The yield is 0.690.